From a dataset of Full USPTO retrosynthesis dataset with 1.9M reactions from patents (1976-2016). Predict the reactants needed to synthesize the given product. (1) Given the product [NH2:8][C@H:9]1[CH2:14][CH2:13][N:12]([C:15]([O:17][C:18]([CH3:19])([CH3:20])[CH3:21])=[O:16])[CH2:11][C@H:10]1[O:22][CH2:23][CH2:24][CH3:25], predict the reactants needed to synthesize it. The reactants are: C([NH:8][C@H:9]1[CH2:14][CH2:13][N:12]([C:15]([O:17][C:18]([CH3:21])([CH3:20])[CH3:19])=[O:16])[CH2:11][C@H:10]1[O:22][CH2:23][CH:24]=[CH2:25])C1C=CC=CC=1.C([O-])=O.[NH4+]. (2) The reactants are: BrC1(O)C=CC=CN1.[OH-].[Na+].Br[C:12]1[CH:31]=[CH:30][CH:29]=[CH:28][C:13]=1[O:14][CH:15]([C:22]1[CH:27]=[CH:26][CH:25]=[CH:24]C=1)C1OCCNC1. Given the product [C:15]1([O:14][C:13]2[CH:12]=[CH:31][CH:30]=[CH:29][CH:28]=2)[CH:22]=[CH:27][CH:26]=[CH:25][CH:24]=1, predict the reactants needed to synthesize it. (3) Given the product [Cl:12][C:11]1[C:6]([CH2:5][C:4]([OH:26])=[O:3])=[C:7]([F:25])[C:8]([NH:13][CH2:14][C:15]([F:23])([F:24])[C:16]2[CH:21]=[CH:20][CH:19]=[CH:18][N+:17]=2[O-:22])=[N:9][CH:10]=1, predict the reactants needed to synthesize it. The reactants are: C([O:3][C:4](=[O:26])[CH2:5][C:6]1[C:11]([Cl:12])=[CH:10][N:9]=[C:8]([NH:13][CH2:14][C:15]([F:24])([F:23])[C:16]2[CH:21]=[CH:20][CH:19]=[CH:18][N+:17]=2[O-:22])[C:7]=1[F:25])C.[Li+].[OH-].Cl. (4) Given the product [Br:23][C:11]1[CH:10]=[C:9]([C:4]2[CH:5]=[CH:6][CH:7]=[CH:8][C:3]=2[C:2]([F:16])([F:1])[F:17])[N:14]=[N:13][C:12]=1[NH2:15], predict the reactants needed to synthesize it. The reactants are: [F:1][C:2]([F:17])([F:16])[C:3]1[CH:8]=[CH:7][CH:6]=[CH:5][C:4]=1[C:9]1[N:14]=[N:13][C:12]([NH2:15])=[CH:11][CH:10]=1.C([O-])(O)=O.[Na+].[Br:23]Br. (5) Given the product [NH2:1][C:4]1[CH:5]=[N:6][C:7]2[C:12]([C:13]=1[NH:14][CH2:15][CH2:16][CH2:17][CH2:18][NH:19][C:20](=[O:26])[O:21][C:22]([CH3:24])([CH3:23])[CH3:25])=[CH:11][CH:10]=[CH:9][CH:8]=2, predict the reactants needed to synthesize it. The reactants are: [N+:1]([C:4]1[CH:5]=[N:6][C:7]2[C:12]([C:13]=1[NH:14][CH2:15][CH2:16][CH2:17][CH2:18][NH:19][C:20](=[O:26])[O:21][C:22]([CH3:25])([CH3:24])[CH3:23])=[CH:11][CH:10]=[CH:9][CH:8]=2)([O-])=O.